Dataset: Catalyst prediction with 721,799 reactions and 888 catalyst types from USPTO. Task: Predict which catalyst facilitates the given reaction. (1) Reactant: [C:1]([N:12]1[CH2:20][C@H:18]([OH:19])[CH2:17][C@H:13]1[C:14]([OH:16])=O)(=[O:11])[CH2:2][CH2:3][CH2:4][CH2:5][CH2:6][CH2:7][CH2:8][CH2:9][CH3:10].Cl.[CH3:22][O:23][C:24](=[O:30])[C@@H:25]1[CH2:29][CH2:28][CH2:27][NH:26]1.ON1C2C=CC=CC=2N=N1.Cl.C(N=C=NCCCN(C)C)C. Product: [CH3:22][O:23][C:24](=[O:30])[C@@H:25]1[CH2:29][CH2:28][CH2:27][N:26]1[C:14](=[O:16])[C@@H:13]1[CH2:17][C@@H:18]([OH:19])[CH2:20][N:12]1[C:1](=[O:11])[CH2:2][CH2:3][CH2:4][CH2:5][CH2:6][CH2:7][CH2:8][CH2:9][CH3:10]. The catalyst class is: 571. (2) Product: [CH3:1][C:2]1[CH:15]=[C:14]([CH:13]=[CH:12][C:3]=1[O:4][CH2:5][CH:6]1[CH2:11][CH2:10][CH2:9][CH2:8][O:7]1)[NH2:16]. Reactant: [CH3:1][C:2]1[CH:15]=[C:14]([N+:16]([O-])=O)[CH:13]=[CH:12][C:3]=1[O:4][CH2:5][CH:6]1[CH2:11][CH2:10][CH2:9][CH2:8][O:7]1. The catalyst class is: 810. (3) Reactant: [CH2:1]([O:3][C:4]([C:6]1[CH:7]=[N:8][C:9]2[C:14]([C:15]=1OS(C(F)(F)F)(=O)=O)=[CH:13][CH:12]=[C:11]([C:24]([F:27])([F:26])[F:25])[CH:10]=2)=[O:5])[CH3:2].[C:28]([C:31]1[CH:32]=[C:33](B(O)O)[CH:34]=[CH:35][CH:36]=1)(=[O:30])[CH3:29].P([O-])([O-])([O-])=O.[K+].[K+].[K+]. Product: [CH2:1]([O:3][C:4]([C:6]1[CH:7]=[N:8][C:9]2[C:14]([C:15]=1[C:35]1[CH:34]=[CH:33][CH:32]=[C:31]([C:28](=[O:30])[CH3:29])[CH:36]=1)=[CH:13][CH:12]=[C:11]([C:24]([F:27])([F:26])[F:25])[CH:10]=2)=[O:5])[CH3:2]. The catalyst class is: 660. (4) Reactant: [OH:1][C:2]12[CH2:9][CH2:8][C:5]([CH2:10][CH2:11][C:12]([OH:14])=[O:13])([CH2:6][CH2:7]1)[CH2:4][CH2:3]2.[CH3:15][C:16](OC(O[C:16]([CH3:18])([CH3:17])[CH3:15])N(C)C)([CH3:18])[CH3:17]. Product: [OH:1][C:2]12[CH2:3][CH2:4][C:5]([CH2:10][CH2:11][C:12]([O:14][C:16]([CH3:18])([CH3:17])[CH3:15])=[O:13])([CH2:8][CH2:9]1)[CH2:6][CH2:7]2. The catalyst class is: 11. (5) Reactant: [C:1]([O:5][C:6]([C@@:8]12[CH2:14][C@:13]1([C:15]1[CH:20]=[CH:19][CH:18]=[CH:17][CH:16]=1)[CH2:12][O:11]C(=O)[N:9]2[C:22]([O:24][C:25]([CH3:28])([CH3:27])[CH3:26])=[O:23])=[O:7])([CH3:4])([CH3:3])[CH3:2].C(=O)([O-])[O-].[Cs+].[Cs+]. Product: [C:1]([O:5][C:6]([C@@:8]1([NH:9][C:22]([O:24][C:25]([CH3:28])([CH3:27])[CH3:26])=[O:23])[CH2:14][C@@:13]1([CH2:12][OH:11])[C:15]1[CH:20]=[CH:19][CH:18]=[CH:17][CH:16]=1)=[O:7])([CH3:3])([CH3:4])[CH3:2]. The catalyst class is: 5. (6) Reactant: CN(/C=[N:5]/[C:6]1[C:11]2[C:12]([C:15]3[CH:20]=[CH:19][C:18]([NH:21][C:22]([C:24]4[N:25]([CH3:33])[C:26]5[C:31]([CH:32]=4)=[CH:30][CH:29]=[CH:28][CH:27]=5)=[O:23])=[C:17]([O:34][CH3:35])[CH:16]=3)=[CH:13][S:14][C:10]=2[C:9]([NH:36][S:37]([C:40]2[S:41][CH:42]=[CH:43][CH:44]=2)(=[O:39])=[O:38])=[CH:8][N:7]=1)C.Cl. Product: [NH2:5][C:6]1[C:11]2[C:12]([C:15]3[CH:20]=[CH:19][C:18]([NH:21][C:22]([C:24]4[N:25]([CH3:33])[C:26]5[C:31]([CH:32]=4)=[CH:30][CH:29]=[CH:28][CH:27]=5)=[O:23])=[C:17]([O:34][CH3:35])[CH:16]=3)=[CH:13][S:14][C:10]=2[C:9]([NH:36][S:37]([C:40]2[S:41][CH:42]=[CH:43][CH:44]=2)(=[O:38])=[O:39])=[CH:8][N:7]=1. The catalyst class is: 12. (7) Reactant: [OH:1][CH:2]1[CH:6]2[O:7][C:8](=[O:15])[CH:9]3[CH:10]([C:11]([O:13][CH3:14])=[O:12])[CH:3]1[CH2:4][CH:5]23.[Cl:16][CH2:17][C:18](Cl)=[O:19].N1C=CC=CC=1.C(=O)([O-])O.[Na+]. Product: [Cl:16][CH2:17][C:18]([O:1][CH:2]1[CH:6]2[O:7][C:8](=[O:15])[CH:9]3[CH:10]([C:11]([O:13][CH3:14])=[O:12])[CH:3]1[CH2:4][CH:5]23)=[O:19]. The catalyst class is: 7. (8) Reactant: [CH3:1][CH:2]1[CH2:7][C:6](=[O:8])[CH2:5][C:4](=[O:9])[CH2:3]1.[Br:10]Br. Product: [Br:10][CH:5]1[C:6](=[O:8])[CH2:7][CH:2]([CH3:1])[CH2:3][C:4]1=[O:9]. The catalyst class is: 52.